From a dataset of Forward reaction prediction with 1.9M reactions from USPTO patents (1976-2016). Predict the product of the given reaction. (1) Given the reactants [NH2:1][CH2:2][C:3]([NH:6][C:7](=[O:24])[C:8]([NH:10][C:11]1[CH:16]=[CH:15][C:14]([C:17]2[O:21][CH:20]=[N:19][CH:18]=2)=[C:13]([O:22][CH3:23])[CH:12]=1)=[O:9])([CH3:5])[CH3:4].[CH3:25][C:26]1[CH:33]=[CH:32][C:29]([CH:30]=O)=[CH:28][CH:27]=1.C(O[BH-](OC(=O)C)OC(=O)C)(=O)C.[Na+], predict the reaction product. The product is: [CH3:23][O:22][C:13]1[CH:12]=[C:11]([NH:10][C:8](=[O:9])[C:7]([NH:6][C:3]([CH3:5])([CH3:4])[CH2:2][NH:1][CH2:25][C:26]2[CH:33]=[CH:32][C:29]([CH3:30])=[CH:28][CH:27]=2)=[O:24])[CH:16]=[CH:15][C:14]=1[C:17]1[O:21][CH:20]=[N:19][CH:18]=1. (2) Given the reactants [C:1]([O:5][C:6]([N:8]1[CH2:11][CH:10]([C:12]([OH:14])=O)[CH2:9]1)=[O:7])([CH3:4])([CH3:3])[CH3:2].CCN=C=NCCCN(C)C.Cl.C1C=CC2N(O)N=NC=2C=1.C(N(CC)C(C)C)(C)C.Cl.[CH3:47][NH:48][O:49][CH3:50], predict the reaction product. The product is: [CH3:50][O:49][N:48]([CH3:47])[C:12]([CH:10]1[CH2:9][N:8]([C:6]([O:5][C:1]([CH3:2])([CH3:3])[CH3:4])=[O:7])[CH2:11]1)=[O:14]. (3) The product is: [CH2:23]([C:20]1[CH:21]=[CH:22][C:17]([CH2:15][C:14]2[C:9]([OH:8])=[N:10][CH:11]=[CH:12][CH:13]=2)=[CH:18][CH:19]=1)[CH3:24]. Given the reactants C([O:8][C:9]1[C:14]([CH:15]([C:17]2[CH:22]=[CH:21][C:20]([CH2:23][CH3:24])=[CH:19][CH:18]=2)O)=[CH:13][CH:12]=[C:11](C)[N:10]=1)C1C=CC=CC=1.CO.C(C1C=CC(CC2C(O)=NC(C)=CC=2)=CC=1)C, predict the reaction product. (4) Given the reactants [NH2:1][C@H:2]([C:4]1[CH:9]=[CH:8][C:7]([NH:10][C:11](=[O:19])[C:12]2[CH:17]=[CH:16][C:15]([F:18])=[CH:14][CH:13]=2)=[CH:6][CH:5]=1)[CH3:3].[Cl:20][C:21]1[N:30]=[C:29](Cl)[C:28]2[C:23](=[C:24]([CH3:32])[CH:25]=[CH:26][CH:27]=2)[N:22]=1, predict the reaction product. The product is: [Cl:20][C:21]1[N:30]=[C:29]([NH:1][C@H:2]([C:4]2[CH:5]=[CH:6][C:7]([NH:10][C:11](=[O:19])[C:12]3[CH:17]=[CH:16][C:15]([F:18])=[CH:14][CH:13]=3)=[CH:8][CH:9]=2)[CH3:3])[C:28]2[C:23](=[C:24]([CH3:32])[CH:25]=[CH:26][CH:27]=2)[N:22]=1. (5) Given the reactants [F:1][C:2]([F:15])([F:14])[C:3]1[CH:4]=[C:5]([CH:7]=[CH:8][C:9]=1[C:10]([F:13])([F:12])[F:11])[NH2:6].Br[CH:17]([CH3:23])[C:18]([O:20][CH2:21][CH3:22])=[O:19].N1C(C)=CC=CC=1C, predict the reaction product. The product is: [CH2:21]([O:20][C:18](=[O:19])[CH:17]([NH:6][C:5]1[CH:7]=[CH:8][C:9]([C:10]([F:11])([F:12])[F:13])=[C:3]([C:2]([F:14])([F:15])[F:1])[CH:4]=1)[CH3:23])[CH3:22]. (6) The product is: [Cl:19][C:20]1[CH:21]=[C:22]2[C:27](=[CH:28][CH:29]=1)[O:26][CH2:25][CH:24]=[C:23]2[C:10]1[NH:6][CH:7]=[N:8][CH:9]=1. Given the reactants CN(C)S([N:6]1[CH:10]=[CH:9][N:8]=[C:7]1[Si](C(C)(C)C)(C)C)(=O)=O.[Cl:19][C:20]1[CH:21]=[C:22]2[C:27](=[CH:28][CH:29]=1)[O:26][CH2:25][CH2:24][C:23]2=O, predict the reaction product. (7) Given the reactants [CH2:1]1[O:10][C:9]2[C:4](=[CH:5][C-:6]=[CH:7][CH:8]=2)[O:3][CH2:2]1.[Mg+2].[Br-].CON(C)[C:16]([C:18]1[C:27](=[O:28])[C:26]2[C:21](=[N:22][C:23]([CH3:29])=[CH:24][CH:25]=2)[N:20]([CH2:30][C:31]2[CH:36]=[CH:35][CH:34]=[C:33]([Br:37])[N:32]=2)[CH:19]=1)=[O:17].[Cl-].[NH4+], predict the reaction product. The product is: [Br:37][C:33]1[N:32]=[C:31]([CH2:30][N:20]2[C:21]3[C:26](=[CH:25][CH:24]=[C:23]([CH3:29])[N:22]=3)[C:27](=[O:28])[C:18]([C:16]([C:7]3[CH:6]=[CH:5][C:4]4[O:3][CH2:2][CH2:1][O:10][C:9]=4[CH:8]=3)=[O:17])=[CH:19]2)[CH:36]=[CH:35][CH:34]=1.